Dataset: Full USPTO retrosynthesis dataset with 1.9M reactions from patents (1976-2016). Task: Predict the reactants needed to synthesize the given product. (1) Given the product [NH2:2][C:1]1[C:3]([C:4]([NH2:6])=[O:5])=[N:7][N:8]([C:9]2[CH:14]=[CH:13][C:12]([I:15])=[CH:11][C:10]=2[F:16])[C:30]=1[C:17](=[O:20])[CH2:24][CH3:25], predict the reactants needed to synthesize it. The reactants are: [C:1](/[C:3](=[N:7]/[NH:8][C:9]1[CH:14]=[CH:13][C:12]([I:15])=[CH:11][C:10]=1[F:16])/[C:4]([NH2:6])=[O:5])#[N:2].[C:17](=[O:20])([O-])[O-].[K+].[K+].Br[CH2:24][C:25](OCC)=O.[CH3:30]N(C=O)C. (2) Given the product [CH3:1][C:2]1[C:9]2[C:8]([CH3:10])=[CH:7][S:6][C:5]=2[S:4][C:3]=1[CH2:11][NH:14][CH3:13], predict the reactants needed to synthesize it. The reactants are: [CH3:1][C:2]1[C:9]2[C:8]([CH3:10])=[CH:7][S:6][C:5]=2[S:4][C:3]=1[CH:11]=O.[CH3:13][N:14]1C2C(=CC=CC=2)C=C1C=O. (3) Given the product [CH2:3]([O:12][OH:13])[C:4]1[CH:5]=[CH:8][CH:9]=[CH:10][CH:11]=1, predict the reactants needed to synthesize it. The reactants are: ON1C(=O)[C:5]2=[CH:8][CH:9]=[CH:10][CH:11]=[C:4]2[C:3]1=[O:12].[O-:13]O.C1(C(C)C)C=CC=CC=1. (4) Given the product [C:15]([O:19][C:20]([N:22]1[CH2:27][CH2:26][CH:25]([N:28]([CH:29]2[CH2:30][CH2:31]2)[C:10](=[O:12])[C:9]2[CH:8]=[CH:7][C:6]([N:1]3[CH:5]=[N:4][N:3]=[N:2]3)=[CH:14][CH:13]=2)[CH2:24][CH2:23]1)=[O:21])([CH3:18])([CH3:16])[CH3:17], predict the reactants needed to synthesize it. The reactants are: [N:1]1([C:6]2[CH:14]=[CH:13][C:9]([C:10]([OH:12])=O)=[CH:8][CH:7]=2)[CH:5]=[N:4][N:3]=[N:2]1.[C:15]([O:19][C:20]([N:22]1[CH2:27][CH2:26][CH:25]([NH:28][CH:29]2[CH2:31][CH2:30]2)[CH2:24][CH2:23]1)=[O:21])([CH3:18])([CH3:17])[CH3:16]. (5) Given the product [F:34][C:35]([F:40])([F:39])[C:36]([OH:38])=[O:37].[NH2:18][CH2:17][CH:16]([O:15][C:14]1[CH:27]=[C:28]([F:31])[CH:29]=[CH:30][C:13]=1[NH:12][C:11]1[C:6]2[C:5]([CH3:33])=[C:4]([C:1]([NH2:2])=[O:3])[S:32][C:7]=2[N:8]=[CH:9][N:10]=1)[CH3:26], predict the reactants needed to synthesize it. The reactants are: [C:1]([C:4]1[S:32][C:7]2[N:8]=[CH:9][N:10]=[C:11]([NH:12][C:13]3[CH:30]=[CH:29][C:28]([F:31])=[CH:27][C:14]=3[O:15][CH:16]([CH3:26])[CH2:17][NH:18]C(=O)OC(C)(C)C)[C:6]=2[C:5]=1[CH3:33])(=[O:3])[NH2:2].[F:34][C:35]([F:40])([F:39])[C:36]([OH:38])=[O:37]. (6) Given the product [CH2:1]([O:3][C:4]1[C:8]([CH2:9][CH2:10][CH2:11][O:12][C:24]2[CH:29]=[CH:28][C:27]([C:30]([CH3:37])([CH3:36])[C:31]([OH:33])=[O:32])=[CH:26][CH:25]=2)=[CH:7][N:6]([C:13]2[CH:18]=[CH:17][C:16]([C:19]([F:21])([F:20])[F:22])=[CH:15][N:14]=2)[N:5]=1)[CH3:2], predict the reactants needed to synthesize it. The reactants are: [CH2:1]([O:3][C:4]1[C:8]([CH2:9][CH2:10][CH2:11][OH:12])=[CH:7][N:6]([C:13]2[CH:18]=[CH:17][C:16]([C:19]([F:22])([F:21])[F:20])=[CH:15][N:14]=2)[N:5]=1)[CH3:2].O[C:24]1[CH:29]=[CH:28][C:27]([C:30]([CH3:37])([CH3:36])[C:31]([O:33]CC)=[O:32])=[CH:26][CH:25]=1.C(P(CCCC)CCCC)CCC.N(C(N1CCCCC1)=O)=NC(N1CCCCC1)=O. (7) The reactants are: [CH3:1][C:2]1([C:9]([O:11][CH2:12][CH3:13])=[O:10])[CH2:7][CH2:6][C:5](=[O:8])[CH2:4][CH2:3]1.[BH4-].[Na+]. Given the product [OH:8][CH:5]1[CH2:4][CH2:3][C:2]([CH3:1])([C:9]([O:11][CH2:12][CH3:13])=[O:10])[CH2:7][CH2:6]1, predict the reactants needed to synthesize it.